Dataset: Peptide-MHC class II binding affinity with 134,281 pairs from IEDB. Task: Regression. Given a peptide amino acid sequence and an MHC pseudo amino acid sequence, predict their binding affinity value. This is MHC class II binding data. (1) The peptide sequence is GGRLAFQEFMIVPCE. The MHC is HLA-DPA10201-DPB10501 with pseudo-sequence HLA-DPA10201-DPB10501. The binding affinity (normalized) is 0.430. (2) The peptide sequence is KINDKCPSTGEAHLA. The MHC is DRB1_0101 with pseudo-sequence DRB1_0101. The binding affinity (normalized) is 0. (3) The peptide sequence is GKANRGKMDVSGVQA. The MHC is DRB1_0401 with pseudo-sequence DRB1_0401. The binding affinity (normalized) is 0.169. (4) The peptide sequence is SADFPQFKPEEITGI. The MHC is DRB1_1602 with pseudo-sequence DRB1_1602. The binding affinity (normalized) is 0.0265. (5) The peptide sequence is DKGPGFVVTGRVYCD. The MHC is DRB1_0301 with pseudo-sequence DRB1_0301. The binding affinity (normalized) is 0.